From a dataset of Catalyst prediction with 721,799 reactions and 888 catalyst types from USPTO. Predict which catalyst facilitates the given reaction. (1) Reactant: [CH3:1][O:2][C:3]([C:5]1[C:14]2[C:9](=[CH:10][CH:11]=[CH:12][CH:13]=2)[N:8]=[C:7]([C:15]2[CH:20]=[CH:19][CH:18]=[CH:17][CH:16]=2)[C:6]=1[CH2:21]Br)=[O:4].[C:23]([N:40]1[CH2:45][CH2:44][NH:43][CH2:42][CH2:41]1)([O:25][CH2:26][CH:27]1[C:39]2[C:34](=[CH:35][CH:36]=[CH:37][CH:38]=2)[C:33]2[C:28]1=[CH:29][CH:30]=[CH:31][CH:32]=2)=[O:24]. Product: [CH3:1][O:2][C:3]([C:5]1[C:14]2[C:9](=[CH:10][CH:11]=[CH:12][CH:13]=2)[N:8]=[C:7]([C:15]2[CH:20]=[CH:19][CH:18]=[CH:17][CH:16]=2)[C:6]=1[CH2:21][N:43]1[CH2:44][CH2:45][N:40]([C:23]([O:25][CH2:26][CH:27]2[C:39]3[C:34](=[CH:35][CH:36]=[CH:37][CH:38]=3)[C:33]3[C:28]2=[CH:29][CH:30]=[CH:31][CH:32]=3)=[O:24])[CH2:41][CH2:42]1)=[O:4]. The catalyst class is: 1. (2) Reactant: C[O:2][C:3]([C:5]1[C:6](=[O:25])[NH:7][C:8]2[C:13]([CH:14]=1)=[CH:12][C:11]([O:15][CH2:16][C:17]1[CH:22]=[CH:21][CH:20]=[CH:19][CH:18]=1)=[C:10]([O:23][CH3:24])[CH:9]=2)=[O:4].[OH-].[Li+].CO.ClCCl. Product: [CH2:16]([O:15][C:11]1[CH:12]=[C:13]2[C:8](=[CH:9][C:10]=1[O:23][CH3:24])[NH:7][C:6](=[O:25])[C:5]([C:3]([OH:4])=[O:2])=[CH:14]2)[C:17]1[CH:22]=[CH:21][CH:20]=[CH:19][CH:18]=1. The catalyst class is: 30. (3) Reactant: [Br:1][C:2]1[CH:25]=[CH:24][C:5]2[N:6]([C:20]([CH3:23])([CH3:22])[CH3:21])[C:7]([C:9]3[CH:14]=[CH:13][CH:12]=[CH:11][C:10]=3[C:15]3[N:16]=[N:17][NH:18][N:19]=3)=[N:8][C:4]=2[CH:3]=1.IC.[C:28]([O-])([O-])=O.[K+].[K+]. Product: [Br:1][C:2]1[CH:25]=[CH:24][C:5]2[N:6]([C:20]([CH3:22])([CH3:21])[CH3:23])[C:7]([C:9]3[CH:14]=[CH:13][CH:12]=[CH:11][C:10]=3[C:15]3[N:16]=[N:17][N:18]([CH3:28])[N:19]=3)=[N:8][C:4]=2[CH:3]=1. The catalyst class is: 31.